From a dataset of Full USPTO retrosynthesis dataset with 1.9M reactions from patents (1976-2016). Predict the reactants needed to synthesize the given product. (1) Given the product [Cl:12][C:13]1[CH:14]=[C:15]2[N:33]([CH2:34][O:35][CH2:36][CH2:37][Si:38]([CH3:41])([CH3:40])[CH3:39])[C:32]([NH:46][C@H:47]3[CH2:51][O:50][C@@H:49]4[C@H:52]([NH:55][C:56](=[O:62])[O:57][C:58]([CH3:60])([CH3:59])[CH3:61])[CH2:53][O:54][C@H:48]34)=[N:31][C:16]2=[N:17][C:18]=1[C:19]1[CH:24]=[CH:23][C:22]([C:25]2[CH:30]=[CH:29][CH:28]=[CH:27][CH:26]=2)=[CH:21][CH:20]=1, predict the reactants needed to synthesize it. The reactants are: C1CCN2C(=NCCC2)CC1.[Cl:12][C:13]1[CH:14]=[C:15]2[N:33]([CH2:34][O:35][CH2:36][CH2:37][Si:38]([CH3:41])([CH3:40])[CH3:39])[C:32](S(C)(=O)=O)=[N:31][C:16]2=[N:17][C:18]=1[C:19]1[CH:24]=[CH:23][C:22]([C:25]2[CH:30]=[CH:29][CH:28]=[CH:27][CH:26]=2)=[CH:21][CH:20]=1.[NH2:46][C@H:47]1[CH2:51][O:50][C@@H:49]2[C@H:52]([NH:55][C:56](=[O:62])[O:57][C:58]([CH3:61])([CH3:60])[CH3:59])[CH2:53][O:54][C@H:48]12. (2) The reactants are: [C:1]([C:4]1[CH:32]=[CH:31][C:7]([CH2:8][C:9]2[C:10]([CH2:29][CH3:30])=[N:11][C:12]3[C:17]([C:18]=2[O:19][CH:20]([F:22])[F:21])=[C:16]([O:23][CH2:24][C:25]([OH:27])=[O:26])[CH:15]=[CH:14][C:13]=3[F:28])=[CH:6][CH:5]=1)(=[O:3])[CH3:2].[CH3:33][Mg]Br. Given the product [F:21][CH:20]([F:22])[O:19][C:18]1[C:17]2[C:12](=[C:13]([F:28])[CH:14]=[CH:15][C:16]=2[O:23][CH2:24][C:25]([OH:27])=[O:26])[N:11]=[C:10]([CH2:29][CH3:30])[C:9]=1[CH2:8][C:7]1[CH:31]=[CH:32][C:4]([C:1]([OH:3])([CH3:33])[CH3:2])=[CH:5][CH:6]=1, predict the reactants needed to synthesize it. (3) Given the product [CH3:1][O:2][C:3]([C:5]1([CH3:16])[CH2:9][C:8]2[CH:10]=[C:11]([O:14][CH3:15])[CH:12]=[CH:13][C:7]=2[O:6]1)=[O:4], predict the reactants needed to synthesize it. The reactants are: [CH3:1][O:2][C:3]([CH:5]1[CH2:9][C:8]2[CH:10]=[C:11]([O:14][CH3:15])[CH:12]=[CH:13][C:7]=2[O:6]1)=[O:4].[CH3:16]N(P(N(C)C)(N(C)C)=O)C.[Li+].C[Si]([N-][Si](C)(C)C)(C)C.CI. (4) The reactants are: [H-].[Na+].[Br:3][C:4]1[CH:21]=[CH:20][C:7]([O:8][CH:9]2[CH2:12][N:11]([C:13]([O:15][C:16]([CH3:19])([CH3:18])[CH3:17])=[O:14])[CH2:10]2)=[C:6]([C:22]#[N:23])[CH:5]=1.OC1CN(C(OC(C)(C)C)=O)C1.BrC1C=CC(F)=C(C=1)C#N. Given the product [Br:3][C:4]1[CH:21]=[CH:20][C:7]([O:8][CH:9]2[CH2:10][N:11]([C:13]([O:15][C:16]([CH3:18])([CH3:19])[CH3:17])=[O:14])[CH2:12]2)=[C:6]([C:22]#[N:23])[CH:5]=1, predict the reactants needed to synthesize it.